From a dataset of Full USPTO retrosynthesis dataset with 1.9M reactions from patents (1976-2016). Predict the reactants needed to synthesize the given product. Given the product [Br:5][C:6]1[CH:7]=[CH:8][C:9]([F:14])=[C:10]([CH:11]([OH:12])[CH2:1][CH2:2][CH3:3])[CH:13]=1, predict the reactants needed to synthesize it. The reactants are: [CH3:1][CH2:2][CH2:3]Br.[Br:5][C:6]1[CH:7]=[CH:8][C:9]([F:14])=[C:10]([CH:13]=1)[CH:11]=[O:12].